Task: Predict which catalyst facilitates the given reaction.. Dataset: Catalyst prediction with 721,799 reactions and 888 catalyst types from USPTO (1) Reactant: [N:1]1([C:6]2[CH:7]=[C:8]([CH2:12][C:13]([O:15]C)=[O:14])[CH:9]=[CH:10][CH:11]=2)[CH:5]=[N:4][N:3]=[N:2]1.[OH-].[Na+]. Product: [N:1]1([C:6]2[CH:7]=[C:8]([CH2:12][C:13]([OH:15])=[O:14])[CH:9]=[CH:10][CH:11]=2)[CH:5]=[N:4][N:3]=[N:2]1. The catalyst class is: 1. (2) Reactant: CC1C=CC(S(O[CH2:12][C@@H:13]2[O:26][C:17]3=[C:18]4[C:22](=[CH:23][CH:24]=[C:16]3[O:15][CH2:14]2)[NH:21][C:20](=[O:25])[CH2:19]4)(=O)=O)=CC=1.[CH2:27]([NH2:34])[C:28]1[CH:33]=[CH:32][CH:31]=[CH:30][CH:29]=1. Product: [CH2:27]([NH:34][CH2:12][C@@H:13]1[O:26][C:17]2=[C:18]3[C:22](=[CH:23][CH:24]=[C:16]2[O:15][CH2:14]1)[NH:21][C:20](=[O:25])[CH2:19]3)[C:28]1[CH:33]=[CH:32][CH:31]=[CH:30][CH:29]=1. The catalyst class is: 16. (3) Reactant: [Cl-].O[NH3+:3].[C:4](=[O:7])([O-])[OH:5].[Na+].CS(C)=O.[CH2:13]([C:17]1[N:18]=[C:19]([CH3:48])[N:20]([CH2:39][C:40]2[CH:41]=[N:42][C:43]([O:46][CH3:47])=[CH:44][CH:45]=2)[C:21](=[O:38])[C:22]=1[CH2:23][C:24]1[CH:29]=[CH:28][C:27]([C:30]2[C:31]([C:36]#[N:37])=[CH:32][CH:33]=[CH:34][CH:35]=2)=[CH:26][CH:25]=1)[CH2:14][CH2:15][CH3:16]. Product: [CH2:13]([C:17]1[N:18]=[C:19]([CH3:48])[N:20]([CH2:39][C:40]2[CH:41]=[N:42][C:43]([O:46][CH3:47])=[CH:44][CH:45]=2)[C:21](=[O:38])[C:22]=1[CH2:23][C:24]1[CH:25]=[CH:26][C:27]([C:30]2[CH:35]=[CH:34][CH:33]=[CH:32][C:31]=2[C:36]2[NH:3][C:4](=[O:7])[O:5][N:37]=2)=[CH:28][CH:29]=1)[CH2:14][CH2:15][CH3:16]. The catalyst class is: 13. (4) Reactant: [Br:1][C:2]1[CH:7]=[CH:6][N:5]2[C:8]([C:11]([OH:13])=[O:12])=[CH:9][N:10]=[C:4]2[CH:3]=1.[C:14](Cl)(=O)C(Cl)=O. Product: [Br:1][C:2]1[CH:7]=[CH:6][N:5]2[C:8]([C:11]([O:13][CH3:14])=[O:12])=[CH:9][N:10]=[C:4]2[CH:3]=1. The catalyst class is: 85. (5) Reactant: [Cl:1][C:2]1[CH:7]=[CH:6][CH:5]=[CH:4][C:3]=1[C:8]1[C:12]([C:13]#[C:14][C:15]2[CH:20]=[CH:19][CH:18]=[CH:17][CH:16]=2)=[C:11]([NH2:21])[N:10]([CH3:22])[N:9]=1.[ClH:23].[N:24]([O-])=O.[Na+]. Product: [Cl:23][C:13]1[C:14]([C:15]2[CH:16]=[CH:17][CH:18]=[CH:19][CH:20]=2)=[N:24][N:21]=[C:11]2[N:10]([CH3:22])[N:9]=[C:8]([C:3]3[CH:4]=[CH:5][CH:6]=[CH:7][C:2]=3[Cl:1])[C:12]=12. The catalyst class is: 6.